This data is from Full USPTO retrosynthesis dataset with 1.9M reactions from patents (1976-2016). The task is: Predict the reactants needed to synthesize the given product. (1) Given the product [C:1]([O:5][C:6](=[O:30])[NH:7][C@@H:8]1[CH2:12][CH2:11][CH2:10][C@@H:9]1[NH:13][C:14](=[O:29])[C:15]1[CH:16]=[CH:17][C:18]([C:23]([F:26])([F:25])[F:24])=[CH:19][C:20]=1[CH2:31][CH3:32])([CH3:2])([CH3:3])[CH3:4], predict the reactants needed to synthesize it. The reactants are: [C:1]([O:5][C:6](=[O:30])[NH:7][CH:8]1[CH2:12][CH2:11][CH2:10][CH:9]1[NH:13][C:14](=[O:29])[C:15]1[C:20](SC)=[CH:19][C:18]([C:23]([F:26])([F:25])[F:24])=[CH:17][C:16]=1OC)([CH3:4])([CH3:3])[CH3:2].[CH3:31][C:32](OC(=O)NC1CCCC1N)(C)C.C(C1C=C(C(F)(F)F)C=CC=1C(O)=O)C. (2) Given the product [CH2:1]1[C:9]2[C:4](=[CH:5][CH:6]=[CH:7][CH:8]=2)[CH2:3][CH:2]1[NH:10][C:11]1[N:12]=[CH:13][C:14]2[CH2:20][N:19]([C:26]([C:23]3[CH:24]=[CH:25][NH:21][CH:22]=3)=[O:27])[CH2:18][CH2:17][C:15]=2[N:16]=1, predict the reactants needed to synthesize it. The reactants are: [CH2:1]1[C:9]2[C:4](=[CH:5][CH:6]=[CH:7][CH:8]=2)[CH2:3][CH:2]1[NH:10][C:11]1[N:12]=[CH:13][C:14]2[CH2:20][NH:19][CH2:18][CH2:17][C:15]=2[N:16]=1.[NH:21]1[CH:25]=[CH:24][C:23]([C:26](O)=[O:27])=[CH:22]1.C(N(C(C)C)CC)(C)C.CCCP1(OP(CCC)(=O)OP(CCC)(=O)O1)=O. (3) Given the product [NH:30]1[C:31]2[C:27](=[C:26]([C:17]3[N:18]=[C:19]([N:20]4[CH2:21][CH2:22][O:23][CH2:24][CH2:25]4)[C:14]4[CH:13]=[C:12]([CH2:11][N:8]5[CH2:9][CH2:10][N:5]([S:2]([CH3:1])(=[O:3])=[O:4])[CH2:6][CH2:7]5)[S:41][C:15]=4[N:16]=3)[CH:34]=[CH:33][CH:32]=2)[CH:28]=[N:29]1, predict the reactants needed to synthesize it. The reactants are: [CH3:1][S:2]([N:5]1[CH2:10][CH2:9][N:8]([CH2:11][C:12]2[S:41][C:15]3[N:16]=[C:17]([C:26]4[C:27]5[C:31]([CH:32]=[CH:33][CH:34]=4)=[N:30][N:29](C4CCCCO4)[CH:28]=5)[N:18]=[C:19]([N:20]4[CH2:25][CH2:24][O:23][CH2:22][CH2:21]4)[C:14]=3[CH:13]=2)[CH2:7][CH2:6]1)(=[O:4])=[O:3].CO.S(=O)(=O)(O)O. (4) Given the product [CH2:1]([C@H:8]([NH:21][C:22](=[O:31])[O:23][CH2:24][C:25]1[CH:30]=[CH:29][CH:28]=[CH:27][CH:26]=1)[C:9](=[O:10])[NH:11][CH2:12][CH2:13][CH:14]=[O:15])[C:2]1[CH:3]=[CH:4][CH:5]=[CH:6][CH:7]=1, predict the reactants needed to synthesize it. The reactants are: [CH2:1]([C@H:8]([NH:21][C:22](=[O:31])[O:23][CH2:24][C:25]1[CH:30]=[CH:29][CH:28]=[CH:27][CH:26]=1)[C:9]([NH:11][CH2:12][CH2:13][CH:14](OCC)[O:15]CC)=[O:10])[C:2]1[CH:7]=[CH:6][CH:5]=[CH:4][CH:3]=1.Cl. (5) Given the product [C:29]1([C:18]2[CH:19]=[CH:20][C:21]3[C:16](=[CH:15][CH:14]=[C:13]([OH:23])[C:12]=3[C:8]3[C:7]([OH:24])=[CH:6][CH:5]=[C:4]4[C:9]=3[CH:10]=[CH:11][C:2]([C:2]3[CH:11]=[CH:10][CH:9]=[CH:4][CH:3]=3)=[CH:3]4)[CH:17]=2)[CH:34]=[CH:33][CH:32]=[CH:31][CH:30]=1, predict the reactants needed to synthesize it. The reactants are: Br[C:2]1[CH:11]=[CH:10][C:9]2[C:4](=[CH:5][CH:6]=[C:7]([OH:24])[C:8]=2[C:12]2[C:13]([OH:23])=[CH:14][CH:15]=[C:16]3[C:21]=2[CH:20]=[CH:19][C:18](Br)=[CH:17]3)[CH:3]=1.[Cl-].O.NN.[C:29]1(B(O)O)[CH:34]=[CH:33][CH:32]=[CH:31][CH:30]=1. (6) The reactants are: [Br:1][C:2]1[C:9]([O:10][CH3:11])=[CH:8][C:7]([O:12][CH3:13])=[CH:6][C:3]=1[CH:4]=O.[ClH:14].CO.C(O[CH:20](OCC)[CH2:21][NH:22][CH2:23][C:24]1[CH:29]=[CH:28][CH:27]=[C:26]([O:30][CH2:31][CH3:32])[C:25]=1[OH:33])C. Given the product [ClH:14].[Br:1][C:2]1[C:9]([O:10][CH3:11])=[CH:8][C:7]([O:12][CH3:13])=[CH:6][C:3]=1[CH2:4][C:20]1[C:29]2[C:24](=[C:25]([OH:33])[C:26]([O:30][CH2:31][CH3:32])=[CH:27][CH:28]=2)[CH:23]=[N:22][CH:21]=1, predict the reactants needed to synthesize it. (7) The reactants are: [OH:1][C:2]1[CH:9]=[CH:8][C:7]([N+:10]([O-:12])=[O:11])=[CH:6][C:3]=1[CH:4]=[O:5].I[CH2:14][CH2:15][CH3:16].COC(O)C1C=C([N+]([O-])=O)C=CC=1OC. Given the product [N+:10]([C:7]1[CH:8]=[CH:9][C:2]([O:1][CH2:14][CH2:15][CH3:16])=[C:3]([CH:6]=1)[CH:4]=[O:5])([O-:12])=[O:11], predict the reactants needed to synthesize it.